Predict which catalyst facilitates the given reaction. From a dataset of Catalyst prediction with 721,799 reactions and 888 catalyst types from USPTO. Reactant: [CH2:1]([N:4]1[C:13](=[O:14])[C:12]2[NH:11][CH:10]=[N:9][C:8]=2[N:7]([CH2:15][C:16]2[CH:21]=[CH:20][CH:19]=[CH:18][CH:17]=2)[C:5]1=[O:6])[CH2:2][CH3:3].CC(O[Na])=O.[Br:27]Br. Product: [CH2:1]([N:4]1[C:13](=[O:14])[C:12]2[NH:11][C:10]([Br:27])=[N:9][C:8]=2[N:7]([CH2:15][C:16]2[CH:21]=[CH:20][CH:19]=[CH:18][CH:17]=2)[C:5]1=[O:6])[CH2:2][CH3:3]. The catalyst class is: 15.